Regression. Given a peptide amino acid sequence and an MHC pseudo amino acid sequence, predict their binding affinity value. This is MHC class I binding data. From a dataset of Peptide-MHC class I binding affinity with 185,985 pairs from IEDB/IMGT. (1) The peptide sequence is NMAPEKVDF. The MHC is HLA-A26:02 with pseudo-sequence HLA-A26:02. The binding affinity (normalized) is 0.298. (2) The peptide sequence is MYASALVLL. The MHC is HLA-A23:01 with pseudo-sequence HLA-A23:01. The binding affinity (normalized) is 0.00682. (3) The peptide sequence is YEPEDLGNCL. The MHC is HLA-B44:03 with pseudo-sequence HLA-B44:03. The binding affinity (normalized) is 0. (4) The peptide sequence is WMTAEDMLTV. The MHC is HLA-A02:01 with pseudo-sequence HLA-A02:01. The binding affinity (normalized) is 0.635. (5) The peptide sequence is GQYMNTPW. The MHC is Mamu-B3901 with pseudo-sequence Mamu-B3901. The binding affinity (normalized) is 0.580. (6) The peptide sequence is LMHLVSLYK. The MHC is HLA-A11:01 with pseudo-sequence HLA-A11:01. The binding affinity (normalized) is 0.796. (7) The peptide sequence is ATISSEATTPV. The MHC is Mamu-A02 with pseudo-sequence Mamu-A02. The binding affinity (normalized) is 0.624.